Regression. Given a peptide amino acid sequence and an MHC pseudo amino acid sequence, predict their binding affinity value. This is MHC class I binding data. From a dataset of Peptide-MHC class I binding affinity with 185,985 pairs from IEDB/IMGT. (1) The peptide sequence is LTHGADPNA. The MHC is HLA-A68:02 with pseudo-sequence HLA-A68:02. The binding affinity (normalized) is 0.332. (2) The peptide sequence is LIFRGPNVV. The MHC is HLA-A24:02 with pseudo-sequence HLA-A24:02. The binding affinity (normalized) is 0.